This data is from Full USPTO retrosynthesis dataset with 1.9M reactions from patents (1976-2016). The task is: Predict the reactants needed to synthesize the given product. The reactants are: [Cl:1][C:2]1[C:7]([CH3:8])=[C:6]([C:9]2[CH:10]=[N:11][N:12]([CH:14]([O:16][CH2:17][CH3:18])[CH3:15])[CH:13]=2)[C:5]([C:19]2[CH:24]=[CH:23][CH:22]=[C:21]([F:25])[CH:20]=2)=[C:4]([C:26](=O)[CH3:27])[CH:3]=1.C([O-])(=O)C.[NH4+].C([BH3-])#[N:35].[Na+].O1CCCC1. Given the product [Cl:1][C:2]1[C:7]([CH3:8])=[C:6]([C:9]2[CH:10]=[N:11][N:12]([CH:14]([O:16][CH2:17][CH3:18])[CH3:15])[CH:13]=2)[C:5]([C:19]2[CH:24]=[CH:23][CH:22]=[C:21]([F:25])[CH:20]=2)=[C:4]([CH:26]([NH2:35])[CH3:27])[CH:3]=1, predict the reactants needed to synthesize it.